From a dataset of TCR-epitope binding with 47,182 pairs between 192 epitopes and 23,139 TCRs. Binary Classification. Given a T-cell receptor sequence (or CDR3 region) and an epitope sequence, predict whether binding occurs between them. (1) The epitope is RAKFKQLL. The TCR CDR3 sequence is CASAATVAKNIQYF. Result: 1 (the TCR binds to the epitope). (2) The epitope is LVLSVNPYV. The TCR CDR3 sequence is CASRAGELFF. Result: 0 (the TCR does not bind to the epitope).